Dataset: Reaction yield outcomes from USPTO patents with 853,638 reactions. Task: Predict the reaction yield, written as a fraction of the theoretical maximum amount of product (1.0 means a 100% yield; for example, 0.34 means a 34% yield). The reactants are C([N:4]1[CH2:9][CH2:8][N:7]2[N:10]=[C:11]([NH:13][C:14]3[C:15](=[O:22])[N:16]([CH3:21])[CH:17]=[C:18]([Br:20])[CH:19]=3)[CH:12]=[C:6]2[CH2:5]1)(=O)C.[OH-].[Na+].C(O)C.C(OCC)(=O)C. The catalyst is O. The product is [Br:20][C:18]1[CH:19]=[C:14]([NH:13][C:11]2[CH:12]=[C:6]3[CH2:5][NH:4][CH2:9][CH2:8][N:7]3[N:10]=2)[C:15](=[O:22])[N:16]([CH3:21])[CH:17]=1. The yield is 0.910.